Dataset: Forward reaction prediction with 1.9M reactions from USPTO patents (1976-2016). Task: Predict the product of the given reaction. (1) The product is: [CH3:20][O:19][C:16]1[CH:17]=[CH:18][C:13]([CH2:12][N:8]2[C:9]3[N:10]=[CH:11][C:2]([N:30]4[C:29](=[O:32])[CH:28]=[CH:27][C:26]([CH3:25])=[N:31]4)=[CH:3][C:4]=3[C:5]3=[N:24][CH:23]=[N:22][N:6]3[C:7]2=[O:21])=[CH:14][CH:15]=1. Given the reactants Br[C:2]1[CH:11]=[N:10][C:9]2[N:8]([CH2:12][C:13]3[CH:18]=[CH:17][C:16]([O:19][CH3:20])=[CH:15][CH:14]=3)[C:7](=[O:21])[N:6]3[N:22]=[CH:23][N:24]=[C:5]3[C:4]=2[CH:3]=1.[CH3:25][C:26]1[CH:27]=[CH:28][C:29](=[O:32])[NH:30][N:31]=1.N[C@@H]1CCCC[C@H]1N.C(=O)([O-])[O-].[Cs+].[Cs+], predict the reaction product. (2) Given the reactants [N+:1]([C:4]1[CH:5]=[C:6]([CH:27]=[CH:28][CH:29]=1)[CH2:7][C:8]1[N:13]2[CH:14]=[C:15]([C:17]3[C:25]4[C:20](=[N:21][CH:22]=[CH:23][CH:24]=4)[NH:19][CH:18]=3)[CH:16]=[C:12]2[C:11](=[O:26])[NH:10][CH:9]=1)([O-])=O, predict the reaction product. The product is: [NH2:1][C:4]1[CH:5]=[C:6]([CH:27]=[CH:28][CH:29]=1)[CH2:7][C:8]1[N:13]2[CH:14]=[C:15]([C:17]3[C:25]4[C:20](=[N:21][CH:22]=[CH:23][CH:24]=4)[NH:19][CH:18]=3)[CH:16]=[C:12]2[C:11](=[O:26])[NH:10][CH:9]=1. (3) Given the reactants [CH3:1][N:2]1[CH2:6][CH2:5][C@@H:4]([O:7][C:8]2[CH:13]=[C:12]([N+:14]([O-])=O)[CH:11]=[CH:10][C:9]=2[C:17]([F:20])([F:19])[F:18])[CH2:3]1.[H][H].S([O-])([O-])(=O)=O.[Mg+2], predict the reaction product. The product is: [CH3:1][N:2]1[CH2:6][CH2:5][C@@H:4]([O:7][C:8]2[CH:13]=[C:12]([NH2:14])[CH:11]=[CH:10][C:9]=2[C:17]([F:18])([F:19])[F:20])[CH2:3]1. (4) Given the reactants [CH2:1]([OH:7])[CH2:2][CH2:3][CH2:4][CH2:5][CH3:6].[OH-].C([N+](C[CH2:23][CH2:24][CH3:25])(CCCC)CCCC)CCC.[OH-].[Na+].Cl[CH:29]=CC, predict the reaction product. The product is: [CH3:29][C:24](=[CH2:23])[CH2:25][O:7][CH2:1][CH2:2][CH2:3][CH2:4][CH2:5][CH3:6]. (5) Given the reactants [CH3:1][Mg]Cl.[C:4](=[S:6])=[S:5].[CH2:7](Br)[C:8]1[CH:13]=[CH:12][CH:11]=[CH:10][CH:9]=1.O, predict the reaction product. The product is: [C:4]([S:6][CH2:7][C:8]1[CH:13]=[CH:12][CH:11]=[CH:10][CH:9]=1)(=[S:5])[CH3:1].